This data is from Peptide-MHC class I binding affinity with 185,985 pairs from IEDB/IMGT. The task is: Regression. Given a peptide amino acid sequence and an MHC pseudo amino acid sequence, predict their binding affinity value. This is MHC class I binding data. (1) The peptide sequence is FLRGRAYGI. The MHC is HLA-B44:03 with pseudo-sequence HLA-B44:03. The binding affinity (normalized) is 0. (2) The peptide sequence is QLKQRDALF. The MHC is HLA-A26:01 with pseudo-sequence HLA-A26:01. The binding affinity (normalized) is 0.0847.